Dataset: Forward reaction prediction with 1.9M reactions from USPTO patents (1976-2016). Task: Predict the product of the given reaction. (1) Given the reactants [CH3:1][O:2][CH2:3][CH2:4][O:5][C:6]1[CH:11]=[CH:10][C:9]([NH:12]N=C(C)C(OCC)=O)=[C:8]([N+:21]([O-:23])=[O:22])[CH:7]=1.[OH2:24], predict the reaction product. The product is: [CH3:1][O:2][CH2:3][CH2:4][O:5][C:6]1[CH:11]=[C:10]2[C:9](=[C:8]([N+:21]([O-:23])=[O:22])[CH:7]=1)[NH:12][C:7]([C:6]([O:5][CH2:4][CH3:3])=[O:24])=[CH:8]2. (2) Given the reactants Cl[CH2:2][C:3]([NH:5][C:6]1[C:15]([Cl:16])=[CH:14][CH:13]=[C:12]2[C:7]=1[CH:8]=[CH:9][C:10]([N:17]1[CH2:21][CH2:20][C@@H:19]([O:22][Si](C(C)(C)C)(C)C)[CH2:18]1)=[N:11]2)=[O:4].[C:30]1([OH:36])[CH:35]=[CH:34][CH:33]=[CH:32][CH:31]=1.C(=O)([O-])[O-].[K+].[K+].[F-].C([N+](CCCC)(CCCC)CCCC)CCC, predict the reaction product. The product is: [Cl:16][C:15]1[C:6]([NH:5][C:3](=[O:4])[CH2:2][O:36][C:30]2[CH:35]=[CH:34][CH:33]=[CH:32][CH:31]=2)=[C:7]2[C:12](=[CH:13][CH:14]=1)[N:11]=[C:10]([N:17]1[CH2:21][CH2:20][C@@H:19]([OH:22])[CH2:18]1)[CH:9]=[CH:8]2.